Dataset: Reaction yield outcomes from USPTO patents with 853,638 reactions. Task: Predict the reaction yield, written as a fraction of the theoretical maximum amount of product (1.0 means a 100% yield; for example, 0.34 means a 34% yield). (1) The yield is 0.820. No catalyst specified. The product is [F:1][C:2]1[CH:15]=[CH:14][C:5]([CH2:6][S:7](/[CH:10]=[CH:11]/[C:20]2[CH:23]=[CH:24][C:17]([Br:16])=[CH:18][CH:19]=2)(=[O:9])=[O:8])=[CH:4][CH:3]=1. The reactants are [F:1][C:2]1[CH:15]=[CH:14][C:5]([CH2:6][S:7]([CH2:10][C:11](O)=O)(=[O:9])=[O:8])=[CH:4][CH:3]=1.[Br:16][C:17]1[CH:24]=[CH:23][C:20](C=O)=[CH:19][CH:18]=1. (2) The reactants are [C:1]([NH:4][C:5]1[CH:10]=[CH:9][CH:8]=[CH:7][CH:6]=1)(=S)[CH3:2].[C:11]([NH:19][NH2:20])(=O)[C:12]1[CH:17]=[CH:16][CH:15]=[CH:14][CH:13]=1.C(O)CCC. The catalyst is O. The product is [CH3:2][C:1]1[N:4]([C:5]2[CH:10]=[CH:9][CH:8]=[CH:7][CH:6]=2)[C:11]([C:12]2[CH:17]=[CH:16][CH:15]=[CH:14][CH:13]=2)=[N:19][N:20]=1. The yield is 0.180.